The task is: Predict the reactants needed to synthesize the given product.. This data is from Full USPTO retrosynthesis dataset with 1.9M reactions from patents (1976-2016). (1) Given the product [OH:8][C:9]1[CH:10]=[CH:11][C:12]([C:15]2[N:23]([CH2:24][O:25][CH2:26][CH2:27][Si:28]([CH3:31])([CH3:30])[CH3:29])[C:22]3[C:21](=[O:32])[N:20]([CH2:33][CH2:34][CH3:35])[C:19]([C:36]4[CH:41]=[CH:40][CH:39]=[C:38]([C:42]([F:45])([F:44])[F:43])[CH:37]=4)=[N:18][C:17]=3[N:16]=2)=[CH:13][CH:14]=1, predict the reactants needed to synthesize it. The reactants are: C([O:8][C:9]1[CH:14]=[CH:13][C:12]([C:15]2[N:23]([CH2:24][O:25][CH2:26][CH2:27][Si:28]([CH3:31])([CH3:30])[CH3:29])[C:22]3[C:21](=[O:32])[N:20]([CH2:33][CH2:34][CH3:35])[C:19]([C:36]4[CH:41]=[CH:40][CH:39]=[C:38]([C:42]([F:45])([F:44])[F:43])[CH:37]=4)=[N:18][C:17]=3[N:16]=2)=[CH:11][CH:10]=1)C1C=CC=CC=1.O.C([O-])=O.[NH4+]. (2) Given the product [Cl:24][C:23]([Cl:26])([Cl:25])[CH2:22][O:21][C:19](=[O:20])[NH:11][C:7]1[N:8]([CH3:10])[N:9]=[C:5]([C:1]([CH3:4])([CH3:2])[CH3:3])[CH:6]=1, predict the reactants needed to synthesize it. The reactants are: [C:1]([C:5]1[CH:6]=[C:7]([NH2:11])[N:8]([CH3:10])[N:9]=1)([CH3:4])([CH3:3])[CH3:2].N1C=CC=CC=1.Cl[C:19]([O:21][CH2:22][C:23]([Cl:26])([Cl:25])[Cl:24])=[O:20].C(OCC)(=O)C. (3) The reactants are: [CH3:1][CH:2]1[O:7][C:6]2[CH:8]=[CH:9][C:10]([N+:12]([O-])=O)=[CH:11][C:5]=2[N:4]([C:15](=[O:18])[CH:16]=[CH2:17])[CH2:3]1.[Sn](Cl)Cl. Given the product [NH2:12][C:10]1[CH:9]=[CH:8][C:6]2[O:7][CH:2]([CH3:1])[CH2:3][N:4]([C:15](=[O:18])[CH:16]=[CH2:17])[C:5]=2[CH:11]=1, predict the reactants needed to synthesize it. (4) Given the product [N+:1]([C:4]1[CH:14]=[CH:13][CH:12]=[CH:11][C:5]=1[CH:6]=[CH:7][C:8]([O:10][CH3:15])=[O:9])([O-:3])=[O:2], predict the reactants needed to synthesize it. The reactants are: [N+:1]([C:4]1[CH:14]=[CH:13][CH:12]=[CH:11][C:5]=1[CH:6]=[CH:7][C:8]([OH:10])=[O:9])([O-:3])=[O:2].[CH3:15]O. (5) Given the product [CH3:47][N:48]1[CH2:52][CH2:51][CH2:50][CH:49]1[CH2:53][CH2:54][NH:55][C:25]([CH:18]1[C:19]2[C:24](=[CH:23][CH:22]=[CH:21][CH:20]=2)[N:16]([S:13]([C:6]2[C:7]3[C:12](=[CH:11][CH:10]=[CH:9][CH:8]=3)[C:3]([O:2][CH3:1])=[CH:4][CH:5]=2)(=[O:14])=[O:15])[CH2:17]1)=[O:27], predict the reactants needed to synthesize it. The reactants are: [CH3:1][O:2][C:3]1[C:12]2[C:7](=[CH:8][CH:9]=[CH:10][CH:11]=2)[C:6]([S:13]([N:16]2[C:24]3[C:19](=[CH:20][CH:21]=[CH:22][CH:23]=3)[CH:18]([C:25]([OH:27])=O)[CH2:17]2)(=[O:15])=[O:14])=[CH:5][CH:4]=1.ON1C2C=CC=CC=2N=N1.CC(C)N=C=NC(C)C.[CH3:47][N:48]1[CH2:52][CH2:51][CH2:50][CH:49]1[CH2:53][CH2:54][NH2:55]. (6) Given the product [CH2:1]([O:4][C:5]1[CH:10]=[CH:9][C:8]([N+:11]([O-:13])=[O:12])=[C:7]([CH:6]=1)[NH:16][CH3:15])[CH:2]=[CH2:3], predict the reactants needed to synthesize it. The reactants are: [CH2:1]([O:4][C:5]1[CH:10]=[CH:9][C:8]([N+:11]([O-:13])=[O:12])=[C:7](F)[CH:6]=1)[CH:2]=[CH2:3].[CH3:15][NH2:16].